Regression. Given a peptide amino acid sequence and an MHC pseudo amino acid sequence, predict their binding affinity value. This is MHC class I binding data. From a dataset of Peptide-MHC class I binding affinity with 185,985 pairs from IEDB/IMGT. The peptide sequence is EFFDCFKYI. The MHC is HLA-A29:02 with pseudo-sequence HLA-A29:02. The binding affinity (normalized) is 0.675.